Dataset: Forward reaction prediction with 1.9M reactions from USPTO patents (1976-2016). Task: Predict the product of the given reaction. (1) Given the reactants [C:1]([O:5][C:6]([NH:8][C:9]1[CH:14]=[CH:13][C:12]([S:15][C:16]2[CH:24]=[CH:23][C:19]([C:20]([OH:22])=O)=[CH:18][C:17]=2[NH:25][C:26]2[C:27]3[CH:35]=[CH:34][C:33]([CH:36]([CH3:38])[CH3:37])=[N:32][C:28]=3[N:29]=[CH:30][N:31]=2)=[CH:11][CH:10]=1)=[O:7])([CH3:4])([CH3:3])[CH3:2].[CH3:39][C:40]1[CH:41]=[C:42]([CH:45]=[CH:46][CH:47]=1)[CH2:43][NH2:44], predict the reaction product. The product is: [C:1]([O:5][C:6](=[O:7])[NH:8][C:9]1[CH:14]=[CH:13][C:12]([S:15][C:16]2[CH:24]=[CH:23][C:19]([C:20](=[O:22])[NH:44][CH2:43][C:42]3[CH:45]=[CH:46][CH:47]=[C:40]([CH3:39])[CH:41]=3)=[CH:18][C:17]=2[NH:25][C:26]2[C:27]3[CH:35]=[CH:34][C:33]([CH:36]([CH3:38])[CH3:37])=[N:32][C:28]=3[N:29]=[CH:30][N:31]=2)=[CH:11][CH:10]=1)([CH3:3])([CH3:2])[CH3:4]. (2) Given the reactants [BH4-].[Na+].[Cl:3][C:4]1[CH:9]=[CH:8][CH:7]=[CH:6][C:5]=1[CH2:10][CH2:11][N:12]([CH2:20][CH2:21][CH2:22][CH2:23][C:24]([C:26]1[CH:37]=[CH:36][C:29]2[N:30]([CH3:35])[C:31](=[O:34])[N:32]([CH3:33])[C:28]=2[CH:27]=1)=[O:25])[C:13](=[O:19])[O:14][C:15]([CH3:18])([CH3:17])[CH3:16].[Cl-].[NH4+], predict the reaction product. The product is: [Cl:3][C:4]1[CH:9]=[CH:8][CH:7]=[CH:6][C:5]=1[CH2:10][CH2:11][N:12]([CH2:20][CH2:21][CH2:22][CH2:23][CH:24]([C:26]1[CH:37]=[CH:36][C:29]2[N:30]([CH3:35])[C:31](=[O:34])[N:32]([CH3:33])[C:28]=2[CH:27]=1)[OH:25])[C:13](=[O:19])[O:14][C:15]([CH3:18])([CH3:16])[CH3:17]. (3) Given the reactants [Br:1][C:2]1[C:3]([O:19][CH3:20])=[CH:4][C:5]([OH:18])=[C:6]([C:8](=O)[CH2:9][C:10]2[CH:15]=[CH:14][C:13]([OH:16])=[CH:12][CH:11]=2)[CH:7]=1.[F:21][C:22]([F:34])([F:33])[C:23]1[CH:28]=[CH:27][C:26]([CH2:29][C:30](O)=[O:31])=[CH:25][CH:24]=1.C(C1NC=CN=1)(C1NC=CN=1)=O.C(=O)([O-])[O-].[K+].[K+], predict the reaction product. The product is: [Br:1][C:2]1[CH:7]=[C:6]2[C:5](=[CH:4][C:3]=1[O:19][CH3:20])[O:18][C:30](=[O:31])[C:29]([C:26]1[CH:25]=[CH:24][C:23]([C:22]([F:21])([F:33])[F:34])=[CH:28][CH:27]=1)=[C:8]2[CH2:9][C:10]1[CH:15]=[CH:14][C:13]([OH:16])=[CH:12][CH:11]=1. (4) Given the reactants FC(F)(F)S(O[C:7]1[N:16]=[CH:15][CH:14]=[CH:13][C:8]=1[C:9]([O:11][CH3:12])=[O:10])(=O)=O.[NH2:19][C:20]1[CH:24]=[C:23]([CH3:25])[O:22][N:21]=1.C(=O)([O-])[O-].[Cs+].[Cs+].C1(P(C2C=CC=CC=2)C2C3OC4C(=CC=CC=4P(C4C=CC=CC=4)C4C=CC=CC=4)C(C)(C)C=3C=CC=2)C=CC=CC=1, predict the reaction product. The product is: [CH3:25][C:23]1[O:22][N:21]=[C:20]([NH:19][C:7]2[N:16]=[CH:15][CH:14]=[CH:13][C:8]=2[C:9]([O:11][CH3:12])=[O:10])[CH:24]=1. (5) Given the reactants [Cl:1][C:2]1[CH:7]=[CH:6][C:5]([CH:8]([C:20]2[CH:25]=[CH:24][C:23]([C:26]3[N:34]=[CH:33][N:32]=[C:31]4[C:27]=3[N:28]=[CH:29][N:30]4[CH:35]3[CH2:40][CH2:39][CH2:38][CH2:37][O:36]3)=[CH:22][CH:21]=2)[N:9]2C(=O)C3C(=CC=CC=3)C2=O)=[CH:4][CH:3]=1.O.NN, predict the reaction product. The product is: [Cl:1][C:2]1[CH:7]=[CH:6][C:5]([CH:8]([NH2:9])[C:20]2[CH:21]=[CH:22][C:23]([C:26]3[N:34]=[CH:33][N:32]=[C:31]4[C:27]=3[N:28]=[CH:29][N:30]4[CH:35]3[CH2:40][CH2:39][CH2:38][CH2:37][O:36]3)=[CH:24][CH:25]=2)=[CH:4][CH:3]=1. (6) Given the reactants [NH2:1][C:2]1[CH:6]=[C:5]([C:7]([CH3:10])([CH3:9])[CH3:8])[O:4][N:3]=1.[H-].[Na+].[Cl:13][CH:14]1[N:19](Cl)[CH:18]=[CH:17][CH:16]=[N:15]1, predict the reaction product. The product is: [Cl:13][C:14]1[N:19]=[C:18]([NH:1][C:2]2[CH:6]=[C:5]([C:7]([CH3:10])([CH3:9])[CH3:8])[O:4][N:3]=2)[CH:17]=[CH:16][N:15]=1. (7) Given the reactants [NH2:1][C:2]1[C:7]([C:8]([C:10]2[CH:15]=[C:14]([F:16])[CH:13]=[CH:12][C:11]=2[O:17][CH3:18])=[O:9])=[CH:6][N:5]=[C:4]([NH:19][CH:20]2[CH2:25][CH2:24][NH:23][CH2:22][CH2:21]2)[N:3]=1.FC(F)(F)C(O)=O.C(N(CC)CC)C.Cl[C:41]([O:43][CH3:44])=[O:42], predict the reaction product. The product is: [CH3:44][O:43][C:41]([N:23]1[CH2:22][CH2:21][CH:20]([NH:19][C:4]2[N:3]=[C:2]([NH2:1])[C:7]([C:8](=[O:9])[C:10]3[CH:15]=[C:14]([F:16])[CH:13]=[CH:12][C:11]=3[O:17][CH3:18])=[CH:6][N:5]=2)[CH2:25][CH2:24]1)=[O:42].